From a dataset of Catalyst prediction with 721,799 reactions and 888 catalyst types from USPTO. Predict which catalyst facilitates the given reaction. (1) Reactant: Br[CH:2]([C:16]1[CH:21]=[CH:20][CH:19]=[CH:18][CH:17]=1)[C:3]([C:5]1[CH:6]=[CH:7][C:8]2[O:13][CH2:12][C:11](=[O:14])[NH:10][C:9]=2[CH:15]=1)=O.[NH2:22][N:23]1[CH:27]=[N:26][N:25]=[C:24]1[SH:28]. Product: [C:16]1([CH:2]2[S:28][C:24]3=[N:25][N:26]=[CH:27][N:23]3[N:22]=[C:3]2[C:5]2[CH:6]=[CH:7][C:8]3[O:13][CH2:12][C:11](=[O:14])[NH:10][C:9]=3[CH:15]=2)[CH:21]=[CH:20][CH:19]=[CH:18][CH:17]=1. The catalyst class is: 548. (2) Reactant: [CH2:1]([O:3][C:4](=[O:43])[CH2:5][CH2:6][CH2:7][O:8][C:9]1[CH:14]=[CH:13][C:12]([NH:15][C:16]2[C:21]([N+:22]([O-])=O)=[CH:20][N:19]=[C:18]([NH:25][C:26]3[CH:31]=[CH:30][C:29]([CH2:32][CH2:33][CH2:34][NH:35][C:36]([O:38][C:39]([CH3:42])([CH3:41])[CH3:40])=[O:37])=[CH:28][CH:27]=3)[N:17]=2)=[CH:11][CH:10]=1)[CH3:2]. Product: [CH2:1]([O:3][C:4](=[O:43])[CH2:5][CH2:6][CH2:7][O:8][C:9]1[CH:10]=[CH:11][C:12]([NH:15][C:16]2[C:21]([NH2:22])=[CH:20][N:19]=[C:18]([NH:25][C:26]3[CH:27]=[CH:28][C:29]([CH2:32][CH2:33][CH2:34][NH:35][C:36]([O:38][C:39]([CH3:42])([CH3:41])[CH3:40])=[O:37])=[CH:30][CH:31]=3)[N:17]=2)=[CH:13][CH:14]=1)[CH3:2]. The catalyst class is: 19. (3) Reactant: [C:1]([C:4]1[CH:9]=[C:8]([N+:10]([O-:12])=[O:11])[CH:7]=[CH:6][C:5]=1[NH:13][C:14]([C:16]1[CH:21]=[N:20][CH:19]=[CH:18][N:17]=1)=O)(=[O:3])[NH2:2].[OH-].[Na+]. Product: [N+:10]([C:8]1[CH:9]=[C:4]2[C:5](=[CH:6][CH:7]=1)[N:13]=[C:14]([C:16]1[CH:21]=[N:20][CH:19]=[CH:18][N:17]=1)[NH:2][C:1]2=[O:3])([O-:12])=[O:11]. The catalyst class is: 14. (4) Reactant: C([O:4][CH2:5][CH2:6][CH2:7][N:8]([C:10]1[S:14][C:13]([NH:15][C:16](=[O:27])[CH2:17][C:18]2[N:19]=[C:20]([NH:23][C:24](=[O:26])[CH3:25])[S:21][CH:22]=2)=[N:12][CH:11]=1)[CH3:9])(=O)C.[OH-].[Na+]. Product: [C:24]([NH:23][C:20]1[S:21][CH:22]=[C:18]([CH2:17][C:16]([NH:15][C:13]2[S:14][C:10]([N:8]([CH2:7][CH2:6][CH2:5][OH:4])[CH3:9])=[CH:11][N:12]=2)=[O:27])[N:19]=1)(=[O:26])[CH3:25]. The catalyst class is: 5. (5) Reactant: C[Si]([C:5]#[N:6])(C)C.C(Cl)(=O)[C:8]1[CH:13]=[CH:12]C=[CH:10][CH:9]=1.[CH:16]([NH:19][CH:20]([CH3:22])[CH3:21])([CH3:18])C.[C:23]([O-])([O-])=O.[Na+].[Na+]. Product: [C:22]1([C:20]2[N:19]=[C:16]([C:5]#[N:6])[CH:18]=[CH:23][CH:21]=2)[CH:12]=[CH:13][CH:8]=[CH:9][CH:10]=1. The catalyst class is: 2.